From a dataset of Catalyst prediction with 721,799 reactions and 888 catalyst types from USPTO. Predict which catalyst facilitates the given reaction. Reactant: [F:1][C:2]1[CH:7]=[CH:6][C:5]([NH:8][C:9](=[O:15])[O:10][C:11]([CH3:14])([CH3:13])[CH3:12])=[C:4]([NH:16][C:17]2[N:22]=[C:21]([NH:23][C@H:24]3[CH2:29][CH2:28][C@H:27]([OH:30])[CH2:26][CH2:25]3)[C:20]([N+:31]([O-])=O)=[CH:19][N:18]=2)[CH:3]=1.S(S([O-])=O)([O-])=O.[Na+].[Na+].C(=O)(O)[O-].[Na+].[Cl-].[Na+]. Product: [NH2:31][C:20]1[C:21]([NH:23][C@H:24]2[CH2:25][CH2:26][C@H:27]([OH:30])[CH2:28][CH2:29]2)=[N:22][C:17]([NH:16][C:4]2[CH:3]=[C:2]([F:1])[CH:7]=[CH:6][C:5]=2[NH:8][C:9](=[O:15])[O:10][C:11]([CH3:14])([CH3:13])[CH3:12])=[N:18][CH:19]=1. The catalyst class is: 1.